Task: Predict the reactants needed to synthesize the given product.. Dataset: Full USPTO retrosynthesis dataset with 1.9M reactions from patents (1976-2016) (1) Given the product [CH3:20][N:21]1[CH:25]=[C:24]([C:26]2[NH:1][C:2]3=[N:3][CH:4]=[CH:5][C:6]([NH:9][C@@H:10]4[C@@H:15]5[CH2:16][C@@H:12]([CH:13]=[CH:14]5)[C@@H:11]4[C:17]([NH2:19])=[O:18])=[C:7]3[N:8]=2)[CH:23]=[N:22]1, predict the reactants needed to synthesize it. The reactants are: [NH2:1][C:2]1[C:7]([NH2:8])=[C:6]([NH:9][C@@H:10]2[C@@H:15]3[CH2:16][C@@H:12]([CH:13]=[CH:14]3)[C@@H:11]2[C:17]([NH2:19])=[O:18])[CH:5]=[CH:4][N:3]=1.[CH3:20][N:21]1[CH:25]=[C:24]([CH:26]=O)[CH:23]=[N:22]1. (2) Given the product [CH2:27]([O:26][C:24]([C:2]1[CH:11]=[CH:10][CH:9]=[C:8]2[C:3]=1[CH2:4][CH2:5][N:6]1[C:16](=[O:17])[CH2:15][NH:14][C:13](=[O:18])[CH:12]=[C:7]12)=[CH2:25])[CH3:28], predict the reactants needed to synthesize it. The reactants are: I[C:2]1[CH:11]=[CH:10][CH:9]=[C:8]2[C:3]=1[CH2:4][CH2:5][N:6]1[C:16](=[O:17])[CH2:15][NH:14][C:13](=[O:18])[CH:12]=[C:7]12.C([Sn](CCCC)(CCCC)[C:24]([O:26][CH2:27][CH3:28])=[CH2:25])CCC. (3) Given the product [Cl:27][C:28]1[CH:29]=[CH:30][C:31]([N:22]2[CH2:23][CH2:24][CH:19]([CH2:18][CH2:17][CH2:16][O:15][C:12]3[CH:13]=[CH:14][C:9]([C:8]([NH:7][CH:4]([CH2:5][OH:6])[CH2:3][OH:2])=[O:26])=[C:10]([CH3:25])[N:11]=3)[CH2:20][CH2:21]2)=[N:32][CH:33]=1, predict the reactants needed to synthesize it. The reactants are: Cl.[OH:2][CH2:3][CH:4]([NH:7][C:8](=[O:26])[C:9]1[CH:14]=[CH:13][C:12]([O:15][CH2:16][CH2:17][CH2:18][CH:19]2[CH2:24][CH2:23][NH:22][CH2:21][CH2:20]2)=[N:11][C:10]=1[CH3:25])[CH2:5][OH:6].[Cl:27][C:28]1[CH:29]=[CH:30][C:31](F)=[N:32][CH:33]=1.C1CCN2C(=NCCC2)CC1. (4) The reactants are: O.ON1C2C=CC=CC=2N=N1.Cl.CN(C)CCCN=C=NCC.[CH:24]1([C:27]([C:29]2[CH:53]=[CH:52][C:32]([O:33][C@@H:34]([C:37]3[O:41][N:40]=[C:39]([C:42]4[CH:50]=[CH:49][C:45]([C:46](O)=[O:47])=[C:44]([F:51])[CH:43]=4)[N:38]=3)[CH2:35][CH3:36])=[CH:31][CH:30]=2)=[O:28])[CH2:26][CH2:25]1.[NH2:54][C@H:55]1[C@H:59]([OH:60])[CH2:58][O:57][C:56]1=[O:61]. Given the product [CH:24]1([C:27]([C:29]2[CH:30]=[CH:31][C:32]([O:33][C@@H:34]([C:37]3[O:41][N:40]=[C:39]([C:42]4[CH:50]=[CH:49][C:45]([C:46]([NH:54][C@H:55]5[C@H:59]([OH:60])[CH2:58][O:57][C:56]5=[O:61])=[O:47])=[C:44]([F:51])[CH:43]=4)[N:38]=3)[CH2:35][CH3:36])=[CH:52][CH:53]=2)=[O:28])[CH2:25][CH2:26]1, predict the reactants needed to synthesize it. (5) The reactants are: [F:1][C:2]1[CH:17]=[CH:16][C:5]([CH2:6][N:7]2[CH2:12][CH2:11][N:10]([C:13]#[N:14])[CH2:9][C:8]2=[O:15])=[CH:4][CH:3]=1.[CH2:18]([NH2:25])[C:19]1[CH:24]=[CH:23][CH:22]=[CH:21][CH:20]=1. Given the product [CH2:18]([N:25]=[C:13]([N:10]1[CH2:11][CH2:12][N:7]([CH2:6][C:5]2[CH:16]=[CH:17][C:2]([F:1])=[CH:3][CH:4]=2)[C:8](=[O:15])[CH2:9]1)[NH2:14])[C:19]1[CH:24]=[CH:23][CH:22]=[CH:21][CH:20]=1, predict the reactants needed to synthesize it. (6) Given the product [OH:1][C:2]1[N:3]=[CH:4][C:5]([C:6]([NH:34][CH2:35][CH2:36][NH:37][C:38](=[O:44])[O:39][C:40]([CH3:42])([CH3:41])[CH3:43])=[O:8])=[CH:9][CH:10]=1, predict the reactants needed to synthesize it. The reactants are: [OH:1][C:2]1[CH:10]=[CH:9][C:5]([C:6]([OH:8])=O)=[CH:4][N:3]=1.Cl.C(N=C=NCCCN(C)C)C.O.ON1C2C=CC=CC=2N=N1.[NH2:34][CH2:35][CH2:36][NH:37][C:38](=[O:44])[O:39][C:40]([CH3:43])([CH3:42])[CH3:41]. (7) Given the product [Br:15][C:6]1[CH:5]=[CH:4][C:3]2[O:16][CH2:24][C:25](=[O:26])[NH:1][C:2]=2[C:7]=1[O:8][C:9]1[CH:14]=[CH:13][CH:12]=[CH:11][CH:10]=1, predict the reactants needed to synthesize it. The reactants are: [NH2:1][C:2]1[C:7]([O:8][C:9]2[CH:14]=[CH:13][CH:12]=[CH:11][CH:10]=2)=[C:6]([Br:15])[CH:5]=[CH:4][C:3]=1[OH:16].C(=O)([O-])[O-].[K+].[K+].Br[CH2:24][C:25](Br)=[O:26]. (8) Given the product [CH3:1][C:2]1[O:6][C:5]([C:7]2[CH:8]=[CH:9][C:10]([N:13]3[CH2:14][CH2:15][O:16][CH2:17][CH2:18]3)=[CH:11][CH:12]=2)=[N:4][C:3]=1[CH2:19][CH2:20][O:21][C:22]1[CH:23]=[C:24]2[C:28](=[CH:29][CH:30]=1)[C@H:27]([CH2:31][C:32]([OH:34])=[O:33])[CH2:26][CH2:25]2, predict the reactants needed to synthesize it. The reactants are: [CH3:1][C:2]1[O:6][C:5]([C:7]2[CH:12]=[CH:11][C:10]([N:13]3[CH2:18][CH2:17][O:16][CH2:15][CH2:14]3)=[CH:9][CH:8]=2)=[N:4][C:3]=1[CH2:19][CH2:20][O:21][C:22]1[CH:23]=[C:24]2[C:28](=[CH:29][CH:30]=1)[C@H:27]([CH2:31][C:32]([O:34]CC)=[O:33])[CH2:26][CH2:25]2.O[Li].O.O.Cl.